Dataset: Full USPTO retrosynthesis dataset with 1.9M reactions from patents (1976-2016). Task: Predict the reactants needed to synthesize the given product. (1) Given the product [Br:6][C:7]1[CH:12]=[CH:11][CH:10]=[C:9]([CH2:13][CH2:14][CH:15]=[CH2:2])[CH:8]=1, predict the reactants needed to synthesize it. The reactants are: [Li][CH2:2]CCC.[Br:6][C:7]1[CH:8]=[C:9]([CH2:13][CH2:14][CH:15]=O)[CH:10]=[CH:11][CH:12]=1. (2) Given the product [CH3:1][N:2]1[C@@H:19]2[CH2:20][C:7]3[CH:8]=[CH:9][C:10]([O:21][CH3:22])=[C:11]4[O:12][C@H:13]5[C:14]([CH2:16][CH2:17][C@@H:18]2[C@:5]5([C:6]=34)[CH2:4][CH2:3]1)=[O:15], predict the reactants needed to synthesize it. The reactants are: [CH3:1][N:2]1[C@@H:19]2[CH2:20][C:7]3[CH:8]=[CH:9][C:10]([O:21][CH3:22])=[C:11]4[O:12][C@H:13]5[C:14]([CH2:16][CH2:17][C@@H:18]2[C@:5]5([C:6]=34)[CH2:4][CH2:3]1)=[O:15].C(O)(C(O)=O)C(O)C(O)=O.[OH-].[Na+]. (3) Given the product [CH:12]1([C:15]2[C:16]([N:35]([C:6]3[CH:5]=[CH:4][C:3]([N+:9]([O-:11])=[O:10])=[C:2]([F:1])[CH:7]=3)[S:36]([CH3:39])(=[O:38])=[O:37])=[CH:17][C:18]3[O:22][C:21]([C:23]4[CH:28]=[CH:27][C:26]([F:29])=[CH:25][CH:24]=4)=[C:20]([C:30]([NH:32][CH3:33])=[O:31])[C:19]=3[CH:34]=2)[CH2:14][CH2:13]1, predict the reactants needed to synthesize it. The reactants are: [F:1][C:2]1[CH:7]=[C:6](F)[CH:5]=[CH:4][C:3]=1[N+:9]([O-:11])=[O:10].[CH:12]1([C:15]2[C:16]([NH:35][S:36]([CH3:39])(=[O:38])=[O:37])=[CH:17][C:18]3[O:22][C:21]([C:23]4[CH:28]=[CH:27][C:26]([F:29])=[CH:25][CH:24]=4)=[C:20]([C:30]([NH:32][CH3:33])=[O:31])[C:19]=3[CH:34]=2)[CH2:14][CH2:13]1.C(=O)([O-])[O-].[K+].[K+]. (4) The reactants are: [O:1]1[C:5]2[CH:6]=[CH:7][C:8]([CH:10]([CH2:15][C:16](=[O:23])[CH2:17][C:18]([O:20][CH2:21][CH3:22])=[O:19])[CH2:11][C:12]([OH:14])=[O:13])=[CH:9][C:4]=2[O:3][CH2:2]1.[CH2:24](O)[CH3:25]. Given the product [O:1]1[C:5]2[CH:6]=[CH:7][C:8]([CH:10]([CH2:15][C:16](=[O:23])[CH2:17][C:18]([O:20][CH2:21][CH3:22])=[O:19])[CH2:11][C:12]([O:14][CH2:24][CH3:25])=[O:13])=[CH:9][C:4]=2[O:3][CH2:2]1, predict the reactants needed to synthesize it. (5) Given the product [CH:2]([NH:18][CH:16]1[C:17]2[CH:5]=[CH:6][CH:7]=[CH:8][C:9]=2[C:10]2[C:15]1=[CH:14][CH:13]=[CH:12][CH:11]=2)([CH3:4])[CH3:1], predict the reactants needed to synthesize it. The reactants are: [CH3:1][C:2]([CH3:4])=O.[CH:5]1[C:17]2[CH:16]([NH2:18])[C:15]3[C:10](=[CH:11][CH:12]=[CH:13][CH:14]=3)[C:9]=2[CH:8]=[CH:7][CH:6]=1.[BH-](OC(C)=O)(OC(C)=O)OC(C)=O.[Na+].C([O-])(O)=O.[Na+].